This data is from Reaction yield outcomes from USPTO patents with 853,638 reactions. The task is: Predict the reaction yield, written as a fraction of the theoretical maximum amount of product (1.0 means a 100% yield; for example, 0.34 means a 34% yield). (1) The reactants are C(OC([NH:8][CH2:9][C:10]1[C:11]([C:34]2[CH:39]=[CH:38][C:37]([CH3:40])=[CH:36][CH:35]=2)=[C:12]([CH2:21][O:22][C:23]2[CH:32]=[CH:31][C:30]([Cl:33])=[CH:29][C:24]=2[C:25]([O:27][CH3:28])=[O:26])[C:13]([CH3:20])=[N:14][C:15]=1[CH2:16][CH:17]([CH3:19])[CH3:18])=O)(C)(C)C.CO.[ClH:43]. No catalyst specified. The product is [ClH:33].[ClH:43].[NH2:8][CH2:9][C:10]1[C:11]([C:34]2[CH:35]=[CH:36][C:37]([CH3:40])=[CH:38][CH:39]=2)=[C:12]([CH2:21][O:22][C:23]2[CH:32]=[CH:31][C:30]([Cl:33])=[CH:29][C:24]=2[C:25]([O:27][CH3:28])=[O:26])[C:13]([CH3:20])=[N:14][C:15]=1[CH2:16][CH:17]([CH3:19])[CH3:18]. The yield is 0.960. (2) The reactants are C(=O)([O-])O.[Na+].CO.Cl.[NH2:9][CH2:10][C:11]([C:13]1[CH:18]=[CH:17][C:16]([Br:19])=[CH:15][CH:14]=1)=[O:12].[C:20](O[C:20]([O:22][C:23]([CH3:26])([CH3:25])[CH3:24])=[O:21])([O:22][C:23]([CH3:26])([CH3:25])[CH3:24])=[O:21]. The catalyst is O. The product is [Br:19][C:16]1[CH:17]=[CH:18][C:13]([C:11](=[O:12])[CH2:10][NH:9][C:20](=[O:21])[O:22][C:23]([CH3:26])([CH3:25])[CH3:24])=[CH:14][CH:15]=1. The yield is 0.840. (3) The reactants are [OH:1][CH2:2][C:3]([C:5]1[CH:10]=[CH:9][CH:8]=[CH:7][CH:6]=1)=[O:4].[H-].[Li+].[CH2:13](Cl)[O:14][CH3:15].[NH4+].[Cl-]. The catalyst is CN(C=O)C. The product is [CH3:13][O:14][CH2:15][O:1][CH2:2][C:3]([C:5]1[CH:10]=[CH:9][CH:8]=[CH:7][CH:6]=1)=[O:4]. The yield is 0.450. (4) The reactants are [C:1]([O:5][C:6](=[O:18])[NH:7][C:8]1[CH:13]=[CH:12][C:11](I)=[CH:10][C:9]=1[N+:15]([O-:17])=[O:16])([CH3:4])([CH3:3])[CH3:2].[CH2:19]([Sn:23]([CH2:41][CH2:42][CH2:43][CH3:44])([CH2:37][CH2:38][CH2:39][CH3:40])[Sn:23]([CH2:37][CH2:38][CH2:39][CH3:40])([CH2:41][CH2:42][CH2:43][CH3:44])[CH2:19][CH2:20][CH2:21][CH3:22])[CH2:20][CH2:21][CH3:22]. The catalyst is C1(C)C=CC=CC=1.C1C=CC([P]([Pd]([P](C2C=CC=CC=2)(C2C=CC=CC=2)C2C=CC=CC=2)([P](C2C=CC=CC=2)(C2C=CC=CC=2)C2C=CC=CC=2)[P](C2C=CC=CC=2)(C2C=CC=CC=2)C2C=CC=CC=2)(C2C=CC=CC=2)C2C=CC=CC=2)=CC=1. The product is [C:1]([O:5][C:6](=[O:18])[NH:7][C:8]1[CH:13]=[CH:12][C:11]([Sn:23]([CH2:37][CH2:38][CH2:39][CH3:40])([CH2:41][CH2:42][CH2:43][CH3:44])[CH2:19][CH2:20][CH2:21][CH3:22])=[CH:10][C:9]=1[N+:15]([O-:17])=[O:16])([CH3:4])([CH3:3])[CH3:2]. The yield is 0.720. (5) The reactants are [F:1][C:2]1[CH:3]=[C:4]([CH:38]=[C:39]([F:41])[CH:40]=1)[CH2:5][C:6]1[CH:7]=[C:8]2[C:12](=[CH:13][CH:14]=1)[NH:11][N:10]=[C:9]2[NH:15][C:16](=[O:37])[C:17]1[CH:22]=[CH:21][C:20]([N:23]2[CH2:28][CH2:27][N:26]([CH3:29])[CH2:25][CH2:24]2)=[CH:19][C:18]=1[NH:30][CH:31]1[CH2:36][CH2:35][O:34][CH2:33][CH2:32]1.Cl[C:43]([O:45][CH2:46][CH3:47])=[O:44]. The catalyst is O1CCCC1.O.CCOC(C)=O. The product is [F:1][C:2]1[CH:3]=[C:4]([CH:38]=[C:39]([F:41])[CH:40]=1)[CH2:5][C:6]1[CH:7]=[C:8]2[C:12](=[CH:13][CH:14]=1)[N:11]([C:43]([O:45][CH2:46][CH3:47])=[O:44])[N:10]=[C:9]2[NH:15][C:16]([C:17]1[CH:22]=[CH:21][C:20]([N:23]2[CH2:28][CH2:27][N:26]([CH3:29])[CH2:25][CH2:24]2)=[CH:19][C:18]=1[NH:30][CH:31]1[CH2:32][CH2:33][O:34][CH2:35][CH2:36]1)=[O:37]. The yield is 0.620. (6) The product is [C:29]([C:2]1[C:7]([C:8]([O:10][CH3:11])=[O:9])=[C:6]([NH:12][C:13]2[CH:14]=[C:15]([CH3:19])[CH:16]=[CH:17][CH:18]=2)[N:5]=[C:4]([N:20]2[CH2:25][CH2:24][N:23]([CH2:26][CH3:27])[CH2:22][CH2:21]2)[N:3]=1)#[N:30]. The catalyst is C1C=CC([P]([Pd]([P](C2C=CC=CC=2)(C2C=CC=CC=2)C2C=CC=CC=2)([P](C2C=CC=CC=2)(C2C=CC=CC=2)C2C=CC=CC=2)[P](C2C=CC=CC=2)(C2C=CC=CC=2)C2C=CC=CC=2)(C2C=CC=CC=2)C2C=CC=CC=2)=CC=1.[C-]#N.[Zn+2].[C-]#N. The reactants are Cl[C:2]1[C:7]([C:8]([O:10][CH3:11])=[O:9])=[C:6]([NH:12][C:13]2[CH:14]=[C:15]([CH3:19])[CH:16]=[CH:17][CH:18]=2)[N:5]=[C:4]([N:20]2[CH2:25][CH2:24][N:23]([CH2:26][CH3:27])[CH2:22][CH2:21]2)[N:3]=1.O.[CH3:29][N:30](C=O)C. The yield is 0.340.